The task is: Predict the product of the given reaction.. This data is from Forward reaction prediction with 1.9M reactions from USPTO patents (1976-2016). (1) Given the reactants [OH:1][CH:2]([C:6]1[CH:11]=[CH:10][C:9]([C:12]2[N:16]=[C:15]([C:17]3[C:21]([C:22]([F:25])([F:24])[F:23])=[C:20]([C:26]4[CH:31]=[CH:30][CH:29]=[CH:28][CH:27]=4)[O:19][N:18]=3)[O:14][N:13]=2)=[CH:8][CH:7]=1)[C:3]([OH:5])=O.[NH2:32][CH2:33][C:34]([NH2:36])=[O:35].CN(C(ON1N=NC2C=CC=NC1=2)=[N+](C)C)C.F[P-](F)(F)(F)(F)F.CN1CCOCC1, predict the reaction product. The product is: [NH2:36][C:34](=[O:35])[CH2:33][NH:32][C:3](=[O:5])[CH:2]([OH:1])[C:6]1[CH:7]=[CH:8][C:9]([C:12]2[N:16]=[C:15]([C:17]3[C:21]([C:22]([F:24])([F:25])[F:23])=[C:20]([C:26]4[CH:31]=[CH:30][CH:29]=[CH:28][CH:27]=4)[O:19][N:18]=3)[O:14][N:13]=2)=[CH:10][CH:11]=1. (2) Given the reactants Br[C:2]1[CH:11]=[C:10]2[C:5]([N:6]=[CH:7][C:8]([O:12][CH3:13])=[N:9]2)=[CH:4][CH:3]=1.C[C:15]([O-:17])=[O:16].[Na+].[CH3:19][CH2:20]O, predict the reaction product. The product is: [CH3:13][O:12][C:8]1[CH:7]=[N:6][C:5]2[C:10]([N:9]=1)=[CH:11][C:2]([C:15]([O:17][CH2:19][CH3:20])=[O:16])=[CH:3][CH:4]=2. (3) Given the reactants [OH:1][NH2:2].C([O:5][C:6](=O)[CH2:7][CH2:8][CH2:9][CH2:10][CH2:11][CH2:12][N:13]([C:20]1[CH:25]=[C:24]([C:26]2[CH:31]=[CH:30][CH:29]=[CH:28][CH:27]=2)[CH:23]=[CH:22][N:21]=1)[C:14]1[CH:19]=[CH:18][CH:17]=[CH:16][N:15]=1)C, predict the reaction product. The product is: [OH:1][NH:2][C:6](=[O:5])[CH2:7][CH2:8][CH2:9][CH2:10][CH2:11][CH2:12][N:13]([C:20]1[CH:25]=[C:24]([C:26]2[CH:31]=[CH:30][CH:29]=[CH:28][CH:27]=2)[CH:23]=[CH:22][N:21]=1)[C:14]1[CH:19]=[CH:18][CH:17]=[CH:16][N:15]=1. (4) Given the reactants [CH2:1]([O:8][C:9]([N:11]1[CH2:16][CH2:15][NH:14][CH2:13][CH2:12]1)=[O:10])[C:2]1[CH:7]=[CH:6][CH:5]=[CH:4][CH:3]=1.[CH2:17]([O:21][C:22]1[C:23](=O)[C:24](=[O:31])[C:25]=1[O:26]CCCC)[CH2:18][CH2:19][CH3:20], predict the reaction product. The product is: [CH2:1]([O:8][C:9]([N:11]1[CH2:16][CH2:15][N:14]([C:23]2[C:24](=[O:31])[C:25](=[O:26])[C:22]=2[O:21][CH2:17][CH2:18][CH2:19][CH3:20])[CH2:13][CH2:12]1)=[O:10])[C:2]1[CH:7]=[CH:6][CH:5]=[CH:4][CH:3]=1. (5) Given the reactants [Br:1][C:2]1[C:3]([C:9](OC)=[O:10])=[N:4][C:5]([Cl:8])=[CH:6][CH:7]=1.[BH4-].[Na+], predict the reaction product. The product is: [Br:1][C:2]1[C:3]([CH2:9][OH:10])=[N:4][C:5]([Cl:8])=[CH:6][CH:7]=1. (6) Given the reactants [CH2:1]([O:8][C:9]1[C:10]([C:29](O)=[O:30])=[N:11][C:12]([CH2:16][C:17]2([C:23]3[CH:28]=[CH:27][CH:26]=[CH:25][CH:24]=3)[CH2:22][CH2:21][CH2:20][CH2:19][CH2:18]2)=[N:13][C:14]=1[OH:15])[C:2]1[CH:7]=[CH:6][CH:5]=[CH:4][CH:3]=1.[Si:32]([O:39][CH2:40][CH2:41][NH:42][CH:43]([CH3:45])[CH3:44])([C:35]([CH3:38])([CH3:37])[CH3:36])([CH3:34])[CH3:33].CCCP(=O)=O.C(N(C(C)C)CC)(C)C, predict the reaction product. The product is: [Si:32]([O:39][CH2:40][CH2:41][N:42]([CH:43]([CH3:45])[CH3:44])[C:29]([C:10]1[C:9]([O:8][CH2:1][C:2]2[CH:7]=[CH:6][CH:5]=[CH:4][CH:3]=2)=[C:14]([OH:15])[N:13]=[C:12]([CH2:16][C:17]2([C:23]3[CH:28]=[CH:27][CH:26]=[CH:25][CH:24]=3)[CH2:22][CH2:21][CH2:20][CH2:19][CH2:18]2)[N:11]=1)=[O:30])([C:35]([CH3:38])([CH3:37])[CH3:36])([CH3:34])[CH3:33]. (7) Given the reactants C(=O)(O)[O-].[Na+].[CH2:6]([O:13][C:14](Cl)=[O:15])[C:7]1[CH:12]=[CH:11][CH:10]=[CH:9][CH:8]=1.[NH2:17][C@H:18]([C@@H:39]1[CH2:43][C@@H:42]([CH:44]([CH3:46])[CH3:45])[C:41](=[O:47])[O:40]1)[CH2:19][N:20]1[C:25]([CH3:27])([CH3:26])[CH2:24][N:23]([C:28]2[CH:33]=[CH:32][CH:31]=[CH:30][C:29]=2[O:34][CH2:35][O:36][CH3:37])[C:22](=[O:38])[CH2:21]1.C(OCC)(=O)C, predict the reaction product. The product is: [CH2:6]([O:13][C:14](=[O:15])[NH:17][C@H:18]([C@@H:39]1[CH2:43][C@@H:42]([CH:44]([CH3:45])[CH3:46])[C:41](=[O:47])[O:40]1)[CH2:19][N:20]1[CH2:21][C:22](=[O:38])[N:23]([C:28]2[CH:33]=[CH:32][CH:31]=[CH:30][C:29]=2[O:34][CH2:35][O:36][CH3:37])[CH2:24][C:25]1([CH3:27])[CH3:26])[C:7]1[CH:12]=[CH:11][CH:10]=[CH:9][CH:8]=1.